Dataset: Full USPTO retrosynthesis dataset with 1.9M reactions from patents (1976-2016). Task: Predict the reactants needed to synthesize the given product. (1) Given the product [CH3:1][N:2]1[CH2:25][CH2:24][C:5]2[N:6]([CH:14]=[CH:15][C:17]3[CH:18]=[CH:19][C:20]([CH3:23])=[CH:21][CH:22]=3)[C:7]3[CH:8]=[CH:9][C:10]([CH3:13])=[CH:11][C:12]=3[C:4]=2[CH2:3]1, predict the reactants needed to synthesize it. The reactants are: [CH3:1][N:2]1[CH2:25][CH2:24][C:5]2[N:6]([CH2:14][CH:15]([C:17]3[CH:22]=[CH:21][C:20]([CH3:23])=[CH:19][CH:18]=3)O)[C:7]3[CH:8]=[CH:9][C:10]([CH3:13])=[CH:11][C:12]=3[C:4]=2[CH2:3]1.S(=O)(=O)(O)O.[OH-].[K+]. (2) Given the product [CH3:27][C:23]1[N:22]=[C:21]([C:20]#[C:19][CH:18]([CH:28]2[CH2:29][CH2:30][NH:31][CH2:32][CH2:33]2)[OH:17])[CH:26]=[CH:25][CH:24]=1, predict the reactants needed to synthesize it. The reactants are: CC1C=CC=C(C#CC=C2CCNCC2)N=1.[OH:17][CH:18]([CH:28]1[CH2:33][CH2:32][N:31](C(OC(C)(C)C)=O)[CH2:30][CH2:29]1)[C:19]#[C:20][C:21]1[CH:26]=[CH:25][CH:24]=[C:23]([CH3:27])[N:22]=1. (3) Given the product [OH:23][C:4]1([C:14]2[CH:19]=[CH:18][C:17]([N+:20]([O-:22])=[O:21])=[CH:16][CH:15]=2)[C:5]2[C:10](=[CH:9][CH:8]=[C:7]([O:12][CH3:13])[CH:6]=2)[CH2:11][CH:2]([CH3:1])[O:3]1, predict the reactants needed to synthesize it. The reactants are: [CH3:1][CH:2]1[CH2:11][C:10]2[C:5](=[CH:6][C:7]([O:12][CH3:13])=[CH:8][CH:9]=2)[CH:4]([C:14]2[CH:19]=[CH:18][C:17]([N+:20]([O-:22])=[O:21])=[CH:16][CH:15]=2)[O:3]1.[OH-:23].[Na+].Cl.